From a dataset of Forward reaction prediction with 1.9M reactions from USPTO patents (1976-2016). Predict the product of the given reaction. (1) The product is: [C:28]([C:25]1[CH:24]=[CH:23][C:22]([C:20]2[CH:21]=[C:16]([CH:11]3[C:10]([CH3:33])([CH3:32])[CH2:9][C:8]4[C:13](=[CH:14][CH:15]=[C:6]([C:4]([OH:5])=[O:3])[CH:7]=4)[NH:12]3)[CH:17]=[N:18][CH:19]=2)=[CH:27][CH:26]=1)([CH3:31])([CH3:29])[CH3:30]. Given the reactants C([O:3][C:4]([C:6]1[CH:7]=[C:8]2[C:13](=[CH:14][CH:15]=1)[NH:12][CH:11]([C:16]1[CH:17]=[N:18][CH:19]=[C:20]([C:22]3[CH:27]=[CH:26][C:25]([C:28]([CH3:31])([CH3:30])[CH3:29])=[CH:24][CH:23]=3)[CH:21]=1)[C:10]([CH3:33])([CH3:32])[CH2:9]2)=[O:5])C.Cl, predict the reaction product. (2) Given the reactants C([O:8][C:9]1[C:10]([O:15][CH2:16][CH:17]2[CH:21]3[O:22][C:23]([CH3:26])([CH3:25])[O:24][CH:20]3[CH:19]([N:27]3[CH:35]=[N:34][C:33]4[C:28]3=[N:29][CH:30]=[N:31][C:32]=4[NH:36][C:37]([NH:39][C:40]3[CH:45]=[CH:44][CH:43]=[CH:42][CH:41]=3)=[O:38])[O:18]2)=[N:11][CH:12]=[CH:13][CH:14]=1)C1C=CC=CC=1, predict the reaction product. The product is: [OH:8][C:9]1[C:10]([O:15][CH2:16][CH:17]2[CH:21]3[O:22][C:23]([CH3:26])([CH3:25])[O:24][CH:20]3[CH:19]([N:27]3[CH:35]=[N:34][C:33]4[C:28]3=[N:29][CH:30]=[N:31][C:32]=4[NH:36][C:37]([NH:39][C:40]3[CH:45]=[CH:44][CH:43]=[CH:42][CH:41]=3)=[O:38])[O:18]2)=[N:11][CH:12]=[CH:13][CH:14]=1.